This data is from HIV replication inhibition screening data with 41,000+ compounds from the AIDS Antiviral Screen. The task is: Binary Classification. Given a drug SMILES string, predict its activity (active/inactive) in a high-throughput screening assay against a specified biological target. (1) The drug is S=C1N(c2ccc(Cl)cc2)C2=C(N=Nc3cc(Cl)ccc3Cl)C(=Nc3ccccc3N2)N1c1ccccn1. The result is 0 (inactive). (2) The compound is COc1ccc(OCc2nc3ccccc3[nH]2)cc1. The result is 0 (inactive).